The task is: Predict which catalyst facilitates the given reaction.. This data is from Catalyst prediction with 721,799 reactions and 888 catalyst types from USPTO. Reactant: [NH2:1][CH2:2][C:3]1[CH:11]=[CH:10][C:6]([C:7]([OH:9])=[O:8])=[CH:5][CH:4]=1.C([O-])([O-])=O.[Na+].[Na+].[CH:18]1[C:30]2[CH:29]([CH2:31][O:32][C:33](C3CC(=O)N(O)C3=O)=[O:34])[C:28]3[C:23](=[CH:24][CH:25]=[CH:26][CH:27]=3)[C:22]=2[CH:21]=[CH:20][CH:19]=1.Cl. Product: [CH:18]1[C:30]2[CH:29]([CH2:31][O:32][C:33]([NH:1][CH2:2][C:3]3[CH:4]=[CH:5][C:6]([C:7]([OH:9])=[O:8])=[CH:10][CH:11]=3)=[O:34])[C:28]3[C:23](=[CH:24][CH:25]=[CH:26][CH:27]=3)[C:22]=2[CH:21]=[CH:20][CH:19]=1. The catalyst class is: 12.